From a dataset of Reaction yield outcomes from USPTO patents with 853,638 reactions. Predict the reaction yield, written as a fraction of the theoretical maximum amount of product (1.0 means a 100% yield; for example, 0.34 means a 34% yield). (1) The reactants are [F:1][C:2]([F:34])([F:33])[C:3]1([CH2:9][N:10]2[CH2:15][CH2:14][CH:13]([CH2:16][O:17][C:18]3[N:23]=[CH:22][C:21]([C:24]4[CH:32]=[CH:31][C:27]([C:28]([OH:30])=O)=[CH:26][CH:25]=4)=[CH:20][CH:19]=3)[CH2:12][CH2:11]2)[CH2:8][CH2:7][CH2:6][CH2:5][CH2:4]1.[NH:35]1[CH2:39][CH2:38][C@H:37]([OH:40])[CH2:36]1.C(Cl)CCl.C1C=CC2N(O)N=NC=2C=1.CCN(C(C)C)C(C)C. The catalyst is CN(C=O)C.O. The product is [OH:40][C@H:37]1[CH2:38][CH2:39][N:35]([C:28]([C:27]2[CH:31]=[CH:32][C:24]([C:21]3[CH:22]=[N:23][C:18]([O:17][CH2:16][CH:13]4[CH2:12][CH2:11][N:10]([CH2:9][C:3]5([C:2]([F:1])([F:34])[F:33])[CH2:8][CH2:7][CH2:6][CH2:5][CH2:4]5)[CH2:15][CH2:14]4)=[CH:19][CH:20]=3)=[CH:25][CH:26]=2)=[O:30])[CH2:36]1. The yield is 0.470. (2) The reactants are [N+:1]([CH2:3][C:4]([O:6]C)=O)#[C-:2].Cl.[F:9][C@@H:10]1[CH2:14][CH2:13][NH:12][CH2:11]1.C(N(CC)CC)C. The catalyst is CO. The product is [F:9][C@@H:10]1[CH2:14][CH2:13][N:12]([C:4](=[O:6])[CH2:3][N+:1]#[C-:2])[CH2:11]1. The yield is 0.770. (3) The reactants are [C:1]([C:3]([CH3:26])([CH3:25])[C:4]1[CH:5]=[C:6]([CH:20]=[C:21]([O:23]C)[CH:22]=1)[C:7]([NH:9][C:10]1[CH:15]=[CH:14][C:13]([CH3:16])=[C:12]([N+:17]([O-:19])=[O:18])[CH:11]=1)=[O:8])#[N:2].[OH-].[Na+]. The catalyst is B(Br)(Br)Br.C(Cl)Cl. The product is [C:1]([C:3]([CH3:26])([CH3:25])[C:4]1[CH:5]=[C:6]([CH:20]=[C:21]([OH:23])[CH:22]=1)[C:7]([NH:9][C:10]1[CH:15]=[CH:14][C:13]([CH3:16])=[C:12]([N+:17]([O-:19])=[O:18])[CH:11]=1)=[O:8])#[N:2]. The yield is 0.917. (4) The reactants are [Cl:1][C:2]1[CH:7]=[CH:6][C:5]([CH2:8][C:9](=[O:16])[CH2:10][C:11]([O:13][CH2:14][CH3:15])=[O:12])=[CH:4][CH:3]=1.C(Cl)Cl.[Br:20]N1C(=O)CCC1=O. No catalyst specified. The product is [Br:20][CH:10]([C:9](=[O:16])[CH2:8][C:5]1[CH:4]=[CH:3][C:2]([Cl:1])=[CH:7][CH:6]=1)[C:11]([O:13][CH2:14][CH3:15])=[O:12]. The yield is 0.975.